This data is from Forward reaction prediction with 1.9M reactions from USPTO patents (1976-2016). The task is: Predict the product of the given reaction. (1) Given the reactants [CH3:1][N:2]1[CH:6]=[C:5]([C:7]2[C:11]([CH3:12])=[C:10]([NH2:13])[N:9]([C:14]3[CH:19]=[CH:18][CH:17]=[CH:16][CH:15]=3)[N:8]=2)[CH:4]=[N:3]1.[OH-].[Na+].[C:22](Cl)(=[O:30])[O:23][C:24]1[CH:29]=[CH:28][CH:27]=[CH:26][CH:25]=1, predict the reaction product. The product is: [CH3:1][N:2]1[CH:6]=[C:5]([C:7]2[C:11]([CH3:12])=[C:10]([NH:13][C:22](=[O:30])[O:23][C:24]3[CH:29]=[CH:28][CH:27]=[CH:26][CH:25]=3)[N:9]([C:14]3[CH:19]=[CH:18][CH:17]=[CH:16][CH:15]=3)[N:8]=2)[CH:4]=[N:3]1. (2) Given the reactants [F:1][C:2]1[CH:3]=[C:4](/[CH:27]=[CH:28]/[O:29]C)[C:5]([O:25][CH3:26])=[C:6]([C:8]2[S:12][C:11]([C:13]3[CH:14]=[CH:15][C:16]([CH2:21][CH:22]([CH3:24])[CH3:23])=[C:17]([CH:20]=3)[C:18]#[N:19])=[N:10][N:9]=2)[CH:7]=1.[I-].[Na+].C[Si](Cl)(C)C.O, predict the reaction product. The product is: [F:1][C:2]1[CH:3]=[C:4]([CH2:27][CH:28]=[O:29])[C:5]([O:25][CH3:26])=[C:6]([C:8]2[S:12][C:11]([C:13]3[CH:14]=[CH:15][C:16]([CH2:21][CH:22]([CH3:24])[CH3:23])=[C:17]([CH:20]=3)[C:18]#[N:19])=[N:10][N:9]=2)[CH:7]=1. (3) The product is: [CH3:1][N:2]1[C:6]2=[N:7][CH:8]=[CH:9][CH:10]=[C:5]2[C:4]([CH2:11][NH:14][CH3:13])=[CH:3]1. Given the reactants [CH3:1][N:2]1[C:6]2=[N:7][CH:8]=[CH:9][CH:10]=[C:5]2[C:4]([CH:11]=O)=[CH:3]1.[CH3:13][N:14]1C2C(=CC=CC=2)C(C)=C1C=O, predict the reaction product. (4) Given the reactants [Cl:1][C:2]1[C:3]([C:18]2[C:23]([Cl:24])=[CH:22][N:21]=[C:20](F)[CH:19]=2)=[N:4][C:5]([NH:8][CH2:9][CH:10]2[CH2:15][CH2:14][O:13][C:12]([CH3:17])([CH3:16])[CH2:11]2)=[CH:6][CH:7]=1.[OH-].[NH4+:27], predict the reaction product. The product is: [Cl:1][C:2]1[C:3]([C:18]2[C:23]([Cl:24])=[CH:22][N:21]=[C:20]([NH2:27])[CH:19]=2)=[N:4][C:5]([NH:8][CH2:9][CH:10]2[CH2:15][CH2:14][O:13][C:12]([CH3:17])([CH3:16])[CH2:11]2)=[CH:6][CH:7]=1. (5) Given the reactants [CH:1]1([N:4]2[C:8]([CH:9]3[CH2:11][CH2:10]3)=[N:7][N:6]=[C:5]2[C:12]([C:15]2[S:19][C:18]([C:20]([F:23])([F:22])[F:21])=[C:17]([CH:24]=O)[CH:16]=2)([CH3:14])[CH3:13])[CH2:3][CH2:2]1.[ClH:26].NO.C([N:31](CC)CC)C, predict the reaction product. The product is: [ClH:26].[CH:1]1([N:4]2[C:8]([CH:9]3[CH2:11][CH2:10]3)=[N:7][N:6]=[C:5]2[C:12]([C:15]2[S:19][C:18]([C:20]([F:23])([F:22])[F:21])=[C:17]([C:24]#[N:31])[CH:16]=2)([CH3:14])[CH3:13])[CH2:3][CH2:2]1. (6) Given the reactants [Cl:1][C:2]1[CH:22]=[CH:21][C:5]([CH2:6][C:7]2[N:8]=[C:9]([C:15]3[CH:20]=[CH:19][N:18]=[CH:17][CH:16]=3)[S:10][C:11]=2[C:12](=[O:14])[CH3:13])=[CH:4][CH:3]=1.CO[CH:25](OC)[N:26]([CH3:28])[CH3:27], predict the reaction product. The product is: [Cl:1][C:2]1[CH:3]=[CH:4][C:5]([CH2:6][C:7]2[N:8]=[C:9]([C:15]3[CH:20]=[CH:19][N:18]=[CH:17][CH:16]=3)[S:10][C:11]=2[C:12](=[O:14])/[CH:13]=[CH:25]/[N:26]([CH3:28])[CH3:27])=[CH:21][CH:22]=1. (7) Given the reactants C([O:3][C:4](=[O:25])[CH2:5][N:6]1[CH2:9][C:8]2([CH2:13][CH2:12][CH2:11][N:10]2[C:14]([O:16][CH2:17][C:18]2[CH:23]=[CH:22][CH:21]=[CH:20][CH:19]=2)=[O:15])[C:7]1=[O:24])C.O.O[Li].O, predict the reaction product. The product is: [CH2:17]([O:16][C:14]([N:10]1[CH2:11][CH2:12][CH2:13][C:8]21[C:7](=[O:24])[N:6]([CH2:5][C:4]([OH:25])=[O:3])[CH2:9]2)=[O:15])[C:18]1[CH:19]=[CH:20][CH:21]=[CH:22][CH:23]=1. (8) Given the reactants [CH2:1]1[C@H:5]2[CH2:6][CH2:7][CH2:8][C@H:4]2[CH2:3][N:2]1[CH2:9][CH2:10][CH2:11][O:12][C:13]1[CH:21]=[CH:20][C:16]([C:17]([NH2:19])=[O:18])=[CH:15][CH:14]=1.CC(C)=O.[ClH:26], predict the reaction product. The product is: [ClH:26].[CH2:1]1[C@H:5]2[CH2:6][CH2:7][CH2:8][C@H:4]2[CH2:3][N:2]1[CH2:9][CH2:10][CH2:11][O:12][C:13]1[CH:14]=[CH:15][C:16]([C:17]([NH2:19])=[O:18])=[CH:20][CH:21]=1. (9) Given the reactants CC1C=CC(S(O[CH2:12][CH2:13][CH2:14][C:15]2[C:23]3[C:18](=[CH:19][CH:20]=[C:21]([C:24]#[N:25])[CH:22]=3)[NH:17][CH:16]=2)(=O)=O)=CC=1.[N:26]1([C:32]2[N:37]=[C:36]([C:38]([F:41])([F:40])[F:39])[CH:35]=[CH:34][N:33]=2)[CH2:31][CH2:30][NH:29][CH2:28][CH2:27]1.C(=O)([O-])[O-].[K+].[K+].[I-].[K+], predict the reaction product. The product is: [F:41][C:38]([F:39])([F:40])[C:36]1[CH:35]=[CH:34][N:33]=[C:32]([N:26]2[CH2:27][CH2:28][N:29]([CH2:12][CH2:13][CH2:14][C:15]3[C:23]4[C:18](=[CH:19][CH:20]=[C:21]([C:24]#[N:25])[CH:22]=4)[NH:17][CH:16]=3)[CH2:30][CH2:31]2)[N:37]=1.